This data is from Peptide-MHC class I binding affinity with 185,985 pairs from IEDB/IMGT. The task is: Regression. Given a peptide amino acid sequence and an MHC pseudo amino acid sequence, predict their binding affinity value. This is MHC class I binding data. The peptide sequence is KTKDYVNGL. The MHC is HLA-B35:03 with pseudo-sequence HLA-B35:03. The binding affinity (normalized) is 0.219.